Predict the reaction yield, written as a fraction of the theoretical maximum amount of product (1.0 means a 100% yield; for example, 0.34 means a 34% yield). From a dataset of Reaction yield outcomes from USPTO patents with 853,638 reactions. (1) The reactants are [CH2:1]([N:8]1[CH2:13][CH2:12][CH2:11][C:10]([C:15]2[CH:20]=[CH:19][C:18]([O:21][CH3:22])=[CH:17][CH:16]=2)(O)[CH2:9]1)[C:2]1[CH:7]=[CH:6][CH:5]=[CH:4][CH:3]=1.Cl. The catalyst is O1CCOCC1. The product is [CH2:1]([N:8]1[CH2:9][C:10]([C:15]2[CH:16]=[CH:17][C:18]([O:21][CH3:22])=[CH:19][CH:20]=2)=[CH:11][CH2:12][CH2:13]1)[C:2]1[CH:3]=[CH:4][CH:5]=[CH:6][CH:7]=1. The yield is 0.356. (2) The reactants are [CH3:1][O:2][N:3]([CH3:19])[C:4](=[O:18])[C:5]1[CH:10]=[CH:9][C:8]([NH2:11])=[C:7]([NH:12][CH:13]2[CH2:17][CH2:16][CH2:15][CH2:14]2)[CH:6]=1.C[O-].[Li+].[N:23]#[C:24]Br. The catalyst is ClCCl. The product is [CH3:19][N:3]([O:2][CH3:1])[C:4]([C:5]1[CH:10]=[CH:9][C:8]2[N:11]=[C:24]([NH2:23])[N:12]([CH:13]3[CH2:14][CH2:15][CH2:16][CH2:17]3)[C:7]=2[CH:6]=1)=[O:18]. The yield is 0.820. (3) The reactants are I[C:2]1[CH:3]=[C:4]2[C:9](=[CH:10][CH:11]=1)[O:8][C@@H:7]([CH2:12][O:13][Si:14]([C:17]([CH3:20])([CH3:19])[CH3:18])([CH3:16])[CH3:15])[CH2:6][CH2:5]2.C(N(CC)CC)C.[CH3:28][C:29]1([CH3:36])[C:33]([CH3:35])([CH3:34])[O:32][BH:31][O:30]1. The catalyst is O1CCOCC1.C1C=CC(P(C2C=CC=CC=2)[C-]2C=CC=C2)=CC=1.C1C=CC(P(C2C=CC=CC=2)[C-]2C=CC=C2)=CC=1.Cl[Pd]Cl.[Fe+2]. The product is [CH3:28][C:29]1([CH3:36])[C:33]([CH3:35])([CH3:34])[O:32][B:31]([C:2]2[CH:3]=[C:4]3[C:9](=[CH:10][CH:11]=2)[O:8][C@@H:7]([CH2:12][O:13][Si:14]([C:17]([CH3:20])([CH3:19])[CH3:18])([CH3:16])[CH3:15])[CH2:6][CH2:5]3)[O:30]1. The yield is 0.940. (4) The product is [C:1]([O:5][C:33](=[O:34])[CH2:31][CH2:29][CH2:27][CH2:25][C:24]1[N:9]=[N:8][N:7]([CH2:10][C:11](=[O:12])[NH:13][CH2:14][CH2:15][C:16]2[CH:17]=[CH:18][C:19]([OH:22])=[CH:20][CH:21]=2)[CH:36]=1)([CH3:4])([CH3:3])[CH3:2]. The yield is 0.850. The reactants are [C:1]([OH:5])([CH3:4])([CH3:3])[CH3:2].O.[N:7]([CH2:10][C:11]([NH:13][CH2:14][CH2:15][C:16]1[CH:21]=[CH:20][C:19]([OH:22])=[CH:18][CH:17]=1)=[O:12])=[N+:8]=[N-:9].O=[C:24]1O[C@H:29]([C@H:31]([CH2:33][OH:34])O)[C:27]([O-])=[C:25]1O.[Na+].[CH2:36]1COCC1. The catalyst is O.S([O-])([O-])(=O)=O.[Cu+2]. (5) The reactants are [Br:1]Br.[CH2:3]([O:10][C:11]1[CH:12]=[C:13]([C:25](=[O:27])[CH3:26])[CH:14]=[C:15]([O:17][CH2:18][C:19]2[CH:24]=[CH:23][CH:22]=[CH:21][CH:20]=2)[CH:16]=1)[C:4]1[CH:9]=[CH:8][CH:7]=[CH:6][CH:5]=1.O. The catalyst is C(Cl)(Cl)Cl. The product is [CH2:18]([O:17][C:15]1[CH:14]=[C:13]([C:25](=[O:27])[CH2:26][Br:1])[CH:12]=[C:11]([O:10][CH2:3][C:4]2[CH:5]=[CH:6][CH:7]=[CH:8][CH:9]=2)[CH:16]=1)[C:19]1[CH:20]=[CH:21][CH:22]=[CH:23][CH:24]=1. The yield is 0.220.